From a dataset of Peptide-MHC class II binding affinity with 134,281 pairs from IEDB. Regression. Given a peptide amino acid sequence and an MHC pseudo amino acid sequence, predict their binding affinity value. This is MHC class II binding data. (1) The peptide sequence is SQDLELCWNLNGLQAY. The MHC is HLA-DQA10301-DQB10302 with pseudo-sequence HLA-DQA10301-DQB10302. The binding affinity (normalized) is 0.532. (2) The peptide sequence is HFFIGDFFVDHYYSE. The MHC is DRB1_1501 with pseudo-sequence DRB1_1501. The binding affinity (normalized) is 0.329. (3) The peptide sequence is EQISVLRKAFDAFDR. The MHC is HLA-DPA10103-DPB10301 with pseudo-sequence HLA-DPA10103-DPB10301. The binding affinity (normalized) is 0.200. (4) The peptide sequence is GELQIVDKIDAAFII. The MHC is DRB1_0701 with pseudo-sequence DRB1_0701. The binding affinity (normalized) is 0.601.